From a dataset of Catalyst prediction with 721,799 reactions and 888 catalyst types from USPTO. Predict which catalyst facilitates the given reaction. (1) Reactant: [C:1]([Si:5]([O:18][C:19]1[CH:24]=[CH:23][C:22]([CH:25]2[S:30][CH2:29][CH2:28][CH2:27][S:26]2)=[CH:21][CH:20]=1)([C:12]1[CH:17]=[CH:16][CH:15]=[CH:14][CH:13]=1)[C:6]1[CH:11]=[CH:10][CH:9]=[CH:8][CH:7]=1)([CH3:4])([CH3:3])[CH3:2].C([Li])CCC.CCCCCC.[Br:42][C:43]1[CH:44]=[C:45]([CH:48]=[CH:49][C:50]=1[F:51])[CH:46]=[O:47].[Cl-].[NH4+]. Product: [Br:42][C:43]1[CH:44]=[C:45]([CH:46]([C:25]2([C:22]3[CH:21]=[CH:20][C:19]([O:18][Si:5]([C:1]([CH3:4])([CH3:2])[CH3:3])([C:12]4[CH:17]=[CH:16][CH:15]=[CH:14][CH:13]=4)[C:6]4[CH:7]=[CH:8][CH:9]=[CH:10][CH:11]=4)=[CH:24][CH:23]=3)[S:26][CH2:27][CH2:28][CH2:29][S:30]2)[OH:47])[CH:48]=[CH:49][C:50]=1[F:51]. The catalyst class is: 7. (2) Reactant: [NH2:1][CH2:2][CH2:3][N:4]1[C:16]2[CH:15]([C:17]3([C:21]4[CH:26]=[CH:25][C:24]([Cl:27])=[CH:23][CH:22]=4)[CH2:20][CH2:19][CH2:18]3)[N:14](C(OC(C)(C)C)=O)[CH2:13][CH2:12][C:11]=2[C:10]2[C:5]1=[CH:6][CH:7]=[CH:8][CH:9]=2.C(N(CC)CC)C.[CH2:42]([S:45](Cl)(=[O:47])=[O:46])[CH2:43][CH3:44].Cl. Product: [Cl:27][C:24]1[CH:25]=[CH:26][C:21]([C:17]2([CH:15]3[C:16]4[N:4]([CH2:3][CH2:2][NH:1][S:45]([CH2:42][CH2:43][CH3:44])(=[O:47])=[O:46])[C:5]5[C:10](=[CH:9][CH:8]=[CH:7][CH:6]=5)[C:11]=4[CH2:12][CH2:13][NH:14]3)[CH2:20][CH2:19][CH2:18]2)=[CH:22][CH:23]=1. The catalyst class is: 529. (3) Product: [CH3:25][C:19]1[C:20]([CH3:24])=[CH:21][CH:22]=[CH:23][C:18]=1[C@@H:9]1[NH:8][CH2:13][CH2:12][N:11]2[C:14](=[O:17])[CH2:15][CH2:16][C@@H:10]12. Reactant: C(OC([N:8]1[CH2:13][CH2:12][N:11]2[C:14](=[O:17])[CH2:15][CH2:16][C@H:10]2[C@@H:9]1[C:18]1[CH:23]=[CH:22][CH:21]=[C:20]([CH3:24])[C:19]=1[CH3:25])=O)(C)(C)C.Cl.CO.[OH-].[Na+]. The catalyst class is: 5.